Dataset: hERG potassium channel inhibition data for cardiac toxicity prediction from Karim et al.. Task: Regression/Classification. Given a drug SMILES string, predict its toxicity properties. Task type varies by dataset: regression for continuous values (e.g., LD50, hERG inhibition percentage) or binary classification for toxic/non-toxic outcomes (e.g., AMES mutagenicity, cardiotoxicity, hepatotoxicity). Dataset: herg_karim. (1) The result is 1 (blocker). The drug is CC(C)(C)OCCN1CCC(CNC(=O)c2cc(Cl)cc(Cl)c2)CC1. (2) The molecule is c1ccc2c3c([nH]c2c1)[C@@H](C1CCOCC1)N[C@@H](c1nc(-c2csc4ccccc24)c[nH]1)C3. The result is 1 (blocker). (3) The drug is N#Cc1c[nH]c(C(=O)Nc2ccc(C3CCN(C(=O)Cc4cccnc4)CC3)cc2C2=CCCCC2)n1. The result is 0 (non-blocker). (4) The molecule is Fc1ccc(CN(C2CCOCC2)C2CCNC2)c(F)c1F. The result is 1 (blocker). (5) The compound is COc1ccc(-c2ccc3cc(C(=O)O)ccc3c2)cc1C12CC3CC(CC(C3)C1)C2. The result is 0 (non-blocker). (6) The drug is CC(C)N(CCc1c(-c2ccccc2)nn2ccccc12)Cc1ccc(/C=C/C(=O)NO)cc1. The result is 1 (blocker). (7) The molecule is Cc1ccc2c(N3CCN(CCc4c(C)ccc5c4ccc(=O)n5C)CC3)cc(F)cc2n1. The result is 1 (blocker). (8) The drug is CCC(CC)N(C(=O)c1cccc(Cl)c1Cl)[C@H]1CCNC1. The result is 1 (blocker). (9) The drug is CC(C(O)c1ccc2c(c1)CCC(=O)N2)N1CCC(O)(c2cccc(F)c2)CC1. The result is 0 (non-blocker).